From a dataset of NCI-60 drug combinations with 297,098 pairs across 59 cell lines. Regression. Given two drug SMILES strings and cell line genomic features, predict the synergy score measuring deviation from expected non-interaction effect. (1) Drug 1: CN1CCC(CC1)COC2=C(C=C3C(=C2)N=CN=C3NC4=C(C=C(C=C4)Br)F)OC. Drug 2: CC1C(C(CC(O1)OC2CC(CC3=C2C(=C4C(=C3O)C(=O)C5=CC=CC=C5C4=O)O)(C(=O)C)O)N)O. Cell line: RXF 393. Synergy scores: CSS=50.2, Synergy_ZIP=-2.70, Synergy_Bliss=-0.476, Synergy_Loewe=-10.7, Synergy_HSA=1.41. (2) Drug 1: C1CCN(CC1)CCOC2=CC=C(C=C2)C(=O)C3=C(SC4=C3C=CC(=C4)O)C5=CC=C(C=C5)O. Drug 2: CN1CCC(CC1)COC2=C(C=C3C(=C2)N=CN=C3NC4=C(C=C(C=C4)Br)F)OC. Cell line: NCI-H322M. Synergy scores: CSS=42.8, Synergy_ZIP=0.241, Synergy_Bliss=-2.43, Synergy_Loewe=-2.82, Synergy_HSA=-2.79. (3) Drug 1: CC1C(C(CC(O1)OC2CC(CC3=C2C(=C4C(=C3O)C(=O)C5=C(C4=O)C(=CC=C5)OC)O)(C(=O)CO)O)N)O.Cl. Drug 2: CC(C)CN1C=NC2=C1C3=CC=CC=C3N=C2N. Cell line: SF-295. Synergy scores: CSS=39.1, Synergy_ZIP=4.41, Synergy_Bliss=7.71, Synergy_Loewe=0.371, Synergy_HSA=1.84.